This data is from Full USPTO retrosynthesis dataset with 1.9M reactions from patents (1976-2016). The task is: Predict the reactants needed to synthesize the given product. (1) Given the product [CH3:29][O:30][CH2:31][C:32]([NH:21][C:18]1[N:19]=[N:20][C:15]([O:14][CH2:13][C:3]2[C:4]([C:7]3[CH:8]=[CH:9][CH:10]=[CH:11][CH:12]=3)=[N:5][O:6][C:2]=2[CH3:1])=[CH:16][CH:17]=1)=[O:33], predict the reactants needed to synthesize it. The reactants are: [CH3:1][C:2]1[O:6][N:5]=[C:4]([C:7]2[CH:12]=[CH:11][CH:10]=[CH:9][CH:8]=2)[C:3]=1[CH2:13][O:14][C:15]1[N:20]=[N:19][C:18]([NH2:21])=[CH:17][CH:16]=1.C(N(CC)CC)C.[CH3:29][O:30][CH2:31][C:32](Cl)=[O:33]. (2) Given the product [C:1]([O:5][C:6]([NH:8][C@@H:9]([CH2:14][C:15]1[S:16][CH:17]=[C:18]([P:20]([O:22][CH2:23][CH3:24])([O:25][CH2:26][CH3:27])=[O:21])[CH:19]=1)[C:10]([OH:12])=[O:11])=[O:7])([CH3:4])([CH3:2])[CH3:3], predict the reactants needed to synthesize it. The reactants are: [C:1]([O:5][C:6]([NH:8][C@@H:9]([CH2:14][C:15]1[S:16][CH:17]=[C:18]([P:20]([O:25][CH2:26][CH3:27])([O:22][CH2:23][CH3:24])=[O:21])[CH:19]=1)[C:10]([O:12]C)=[O:11])=[O:7])([CH3:4])([CH3:3])[CH3:2].O.[Li+].[OH-]. (3) Given the product [CH2:17]([C:16]1[C:11]2[C:10]([OH:25])=[CH:9][C:8]([C:5]3[CH:6]=[CH:7][C:2]([NH:39][CH:36]4[CH2:37][CH2:38][NH:33][CH2:34][CH2:35]4)=[CH:3][CH:4]=3)=[N:13][C:12]=2[N:14]([C:19]2[CH:24]=[CH:23][CH:22]=[CH:21][CH:20]=2)[N:15]=1)[CH3:18], predict the reactants needed to synthesize it. The reactants are: Br[C:2]1[CH:7]=[CH:6][C:5]([C:8]2[NH:13][C:12]3[N:14]([C:19]4[CH:24]=[CH:23][CH:22]=[CH:21][CH:20]=4)[N:15]=[C:16]([CH2:17][CH3:18])[C:11]=3[C:10](=[O:25])[CH:9]=2)=[CH:4][CH:3]=1.C(OC([N:33]1[CH2:38][CH2:37][CH:36]([NH2:39])[CH2:35][CH2:34]1)=O)(C)(C)C.Cl. (4) Given the product [CH2:1]([C:8]1[CH:9]=[C:10]([CH:23]=[CH:24][CH:25]=1)[CH2:11][N:12]1[CH:17]=[CH:16][CH:15]=[C:14]([C:18]([OH:20])=[O:19])[C:13]1=[O:22])[C:2]1[CH:3]=[CH:4][CH:5]=[CH:6][CH:7]=1, predict the reactants needed to synthesize it. The reactants are: [CH2:1]([C:8]1[CH:9]=[C:10]([CH:23]=[CH:24][CH:25]=1)[CH2:11][N:12]1[CH:17]=[CH:16][CH:15]=[C:14]([C:18]([O:20]C)=[O:19])[C:13]1=[O:22])[C:2]1[CH:7]=[CH:6][CH:5]=[CH:4][CH:3]=1.[OH-].[Na+]. (5) Given the product [C:8]([C:9]1[CH:25]=[CH:24][C:23](=[O:26])[N:11]2[C:12]3[CH2:18][CH2:17][CH2:16][CH2:15][C:13]=3[NH:14][C:10]=12)(=[O:19])[C:2]1[CH:7]=[CH:6][CH:5]=[CH:4][CH:3]=1, predict the reactants needed to synthesize it. The reactants are: Cl.[C:2]1([C:8](=[O:19])[CH2:9][C:10]2[NH:14][C:13]3[CH2:15][CH2:16][CH2:17][CH2:18][C:12]=3[N:11]=2)[CH:7]=[CH:6][CH:5]=[CH:4][CH:3]=1.C[O-].[Na+].[C:23](OC)(=[O:26])[C:24]#[CH:25].